From a dataset of Full USPTO retrosynthesis dataset with 1.9M reactions from patents (1976-2016). Predict the reactants needed to synthesize the given product. (1) The reactants are: [NH:1]1[CH2:6][CH2:5][NH:4][CH2:3][CH2:2]1.Cl[CH2:8][C:9]([NH:11][C:12]1[C:17]([CH3:18])=[CH:16][CH:15]=[CH:14][C:13]=1[CH3:19])=[O:10]. Given the product [CH3:18][C:17]1[CH:16]=[CH:15][CH:14]=[C:13]([CH3:19])[C:12]=1[NH:11][C:9](=[O:10])[CH2:8][N:1]1[CH2:6][CH2:5][NH:4][CH2:3][CH2:2]1, predict the reactants needed to synthesize it. (2) Given the product [C:10]([C:2]1[CH:7]=[CH:6][CH:5]=[CH:4][C:3]=1[O:8][CH3:9])#[CH:11], predict the reactants needed to synthesize it. The reactants are: I[C:2]1[CH:7]=[CH:6][CH:5]=[CH:4][C:3]=1[O:8][CH3:9].[CH2:10](N(CC)CC)[CH3:11].